From a dataset of Forward reaction prediction with 1.9M reactions from USPTO patents (1976-2016). Predict the product of the given reaction. (1) Given the reactants ClC(Cl)(O[C:5](=[O:11])OC(Cl)(Cl)Cl)Cl.O[C@@H]([C@H](O)C(O)=O)C(O)=O.[C:23]1([C@H:29]2[CH2:31][C@@H:30]2[NH2:32])[CH:28]=[CH:27][CH:26]=[CH:25][CH:24]=1.C([O-])(O)=O.[Na+], predict the reaction product. The product is: [N:32]([C@H:30]1[CH2:31][C@@H:29]1[C:23]1[CH:28]=[CH:27][CH:26]=[CH:25][CH:24]=1)=[C:5]=[O:11]. (2) Given the reactants Cl[C:2]1[C:3]([C:11]([CH:14]2[CH2:17][CH2:16][CH2:15]2)=[N:12][NH2:13])=[C:4]2[CH:10]=[CH:9][NH:8][C:5]2=[N:6][CH:7]=1.CC(C)([O-])C.[Na+], predict the reaction product. The product is: [CH:14]1([C:11]2[C:3]3=[C:4]4[CH:10]=[CH:9][NH:8][C:5]4=[N:6][CH:7]=[C:2]3[NH:13][N:12]=2)[CH2:17][CH2:16][CH2:15]1.